Dataset: Forward reaction prediction with 1.9M reactions from USPTO patents (1976-2016). Task: Predict the product of the given reaction. (1) Given the reactants [I:1][C:2]1[C:10]2[C:5](=[CH:6][C:7]([N+:11]([O-:13])=[O:12])=[CH:8][CH:9]=2)[NH:4][N:3]=1.C(N(CC)CC)C.[C:21]([O:25][C:26](O[C:26]([O:25][C:21]([CH3:24])([CH3:23])[CH3:22])=[O:27])=[O:27])([CH3:24])([CH3:23])[CH3:22].O, predict the reaction product. The product is: [C:21]([O:25][C:26]([N:4]1[C:5]2[C:10](=[CH:9][CH:8]=[C:7]([N+:11]([O-:13])=[O:12])[CH:6]=2)[C:2]([I:1])=[N:3]1)=[O:27])([CH3:24])([CH3:23])[CH3:22]. (2) Given the reactants [NH2:1][C:2]1[C:7]([C:8]2[CH:9]=[C:10]([NH:17][S:18]([C:21]3[CH:26]=[CH:25][C:24]([O:27]C)=[CH:23][CH:22]=3)(=[O:20])=[O:19])[C:11]([NH:14][CH2:15][CH3:16])=[N:12][CH:13]=2)=[C:6]([NH:29][C@H:30]([C:32]2[N:37]([C:38]3[CH:43]=[CH:42][CH:41]=[CH:40][CH:39]=3)[C:36](=[O:44])[C:35]3=[C:45]([CH3:48])[CH:46]=[CH:47][N:34]3[N:33]=2)[CH3:31])[N:5]=[CH:4][N:3]=1.B(Br)(Br)Br, predict the reaction product. The product is: [NH2:1][C:2]1[C:7]([C:8]2[CH:9]=[C:10]([NH:17][S:18]([C:21]3[CH:26]=[CH:25][C:24]([OH:27])=[CH:23][CH:22]=3)(=[O:20])=[O:19])[C:11]([NH:14][CH2:15][CH3:16])=[N:12][CH:13]=2)=[C:6]([NH:29][C@H:30]([C:32]2[N:37]([C:38]3[CH:43]=[CH:42][CH:41]=[CH:40][CH:39]=3)[C:36](=[O:44])[C:35]3=[C:45]([CH3:48])[CH:46]=[CH:47][N:34]3[N:33]=2)[CH3:31])[N:5]=[CH:4][N:3]=1.